Dataset: Forward reaction prediction with 1.9M reactions from USPTO patents (1976-2016). Task: Predict the product of the given reaction. Given the reactants [C:1]1([C:7]2[O:11][N:10]=[CH:9][C:8]=2[CH2:12][CH2:13][CH2:14]O)[CH:6]=[CH:5][CH:4]=[CH:3][CH:2]=1.[CH2:16]([N:18](CC)CC)C.CS(Cl)(=O)=O.Cl, predict the reaction product. The product is: [C:1]1([C:7]2[O:11][N:10]=[CH:9][C:8]=2[CH2:12][CH2:13][CH2:14][C:16]#[N:18])[CH:6]=[CH:5][CH:4]=[CH:3][CH:2]=1.